Predict the reaction yield, written as a fraction of the theoretical maximum amount of product (1.0 means a 100% yield; for example, 0.34 means a 34% yield). From a dataset of Reaction yield outcomes from USPTO patents with 853,638 reactions. (1) The reactants are Cl.[CH3:2][C:3]1[CH:4]=[C:5]([CH:9]([N:13]2[CH2:18][CH2:17][N:16]([CH3:19])[CH2:15][CH2:14]2)[C:10]([OH:12])=O)[CH:6]=[CH:7][CH:8]=1.[F:20][C:21]([F:35])([F:34])[C:22]1[CH:23]=[C:24]([NH:32][NH2:33])[CH:25]=[C:26]([C:28]([F:31])([F:30])[F:29])[CH:27]=1.CN1CCOCC1.F[P-](F)(F)(F)(F)F.N1(O[P+](N(C)C)(N(C)C)N(C)C)C2C=CC=CC=2N=N1. The catalyst is CN(C=O)C. The product is [F:20][C:21]([F:34])([F:35])[C:22]1[CH:23]=[C:24]([NH:32][NH:33][C:10](=[O:12])[CH:9]([C:5]2[CH:6]=[CH:7][CH:8]=[C:3]([CH3:2])[CH:4]=2)[N:13]2[CH2:18][CH2:17][N:16]([CH3:19])[CH2:15][CH2:14]2)[CH:25]=[C:26]([C:28]([F:31])([F:29])[F:30])[CH:27]=1. The yield is 0.670. (2) The reactants are C[O:2][C:3]([C:5]1[S:6][C:7]([CH2:12][Br:13])=[CH:8][C:9]=1[O:10][CH3:11])=O.[H-].C([Al+]CC(C)C)C(C)C. The catalyst is ClCCl. The product is [Br:13][CH2:12][C:7]1[S:6][C:5]([CH2:3][OH:2])=[C:9]([O:10][CH3:11])[CH:8]=1. The yield is 0.960. (3) The reactants are [CH3:1][O:2][C:3]1[CH:21]=[CH:20][C:6]([CH2:7][O:8][C:9]2[CH:10]=[CH:11][C:12]3[N:13]([C:15]([CH3:19])=[C:16]([NH2:18])[N:17]=3)[CH:14]=2)=[CH:5][CH:4]=1.[CH:22]1([C:25](Cl)=[O:26])[CH2:24][CH2:23]1.C(OCC)(=O)C.C(=O)([O-])O.[Na+]. The catalyst is CN(C)C(=O)C. The product is [CH3:1][O:2][C:3]1[CH:4]=[CH:5][C:6]([CH2:7][O:8][C:9]2[CH:10]=[CH:11][C:12]3[N:13]([C:15]([CH3:19])=[C:16]([NH:18][C:25]([CH:22]4[CH2:24][CH2:23]4)=[O:26])[N:17]=3)[CH:14]=2)=[CH:20][CH:21]=1. The yield is 0.600. (4) The reactants are C[O:2][C:3]([C:5]12[CH2:14][CH:9]3[CH2:10][CH:11]([CH2:13][CH:7]([CH:8]3[NH:15][C:16](=[O:32])[C:17]([CH3:31])([CH3:30])[CH2:18][NH:19][S:20]([C:23]3[CH:28]=[CH:27][CH:26]=[C:25]([Cl:29])[CH:24]=3)(=[O:22])=[O:21])[CH2:6]1)[CH2:12]2)=[O:4].Cl. The catalyst is C1COCC1.C(O)C.[OH-].[Na+]. The product is [Cl:29][C:25]1[CH:24]=[C:23]([S:20]([NH:19][CH2:18][C:17]([CH3:31])([CH3:30])[C:16]([NH:15][CH:8]2[CH:7]3[CH2:6][C:5]4([C:3]([OH:4])=[O:2])[CH2:12][CH:11]([CH2:10][CH:9]2[CH2:14]4)[CH2:13]3)=[O:32])(=[O:21])=[O:22])[CH:28]=[CH:27][CH:26]=1. The yield is 0.990. (5) The reactants are [Cl:1][C:2]1[CH:3]=[CH:4][C:5]([CH:10]([C:12]2[CH:17]=[CH:16][C:15]([S:18][CH3:19])=[CH:14][CH:13]=2)[OH:11])=[N:6][C:7]=1[O:8][CH3:9]. The catalyst is C(Cl)(Cl)Cl.[O-2].[O-2].[Mn+4]. The product is [Cl:1][C:2]1[CH:3]=[CH:4][C:5]([C:10]([C:12]2[CH:13]=[CH:14][C:15]([S:18][CH3:19])=[CH:16][CH:17]=2)=[O:11])=[N:6][C:7]=1[O:8][CH3:9]. The yield is 0.710. (6) The reactants are [Li][CH:2]([CH2:4][CH3:5])[CH3:3].C1CCCCC1.CN(CCN(C)C)C.[CH2:20]([N:22]([CH2:32][CH3:33])[C:23](=[O:31])C1C=CC=C(F)C=1)[CH3:21].[F:34][C:35]1C=C(C=C[CH:43]=1)C(O)=O.C(NCC)C.[Si:49](Cl)([C:52]([CH3:55])([CH3:54])[CH3:53])([CH3:51])[CH3:50].C(O)(=O)CC(CC(O)=O)(C(O)=O)O. The catalyst is C1COCC1. The product is [CH3:53][C:52]([Si:49]([CH3:51])([CH3:50])[C:3]1[C:35]([F:34])=[CH:43][CH:5]=[CH:4][C:2]=1[C:23]([N:22]([CH2:20][CH3:21])[CH2:32][CH3:33])=[O:31])([CH3:55])[CH3:54]. The yield is 0.810.